This data is from Catalyst prediction with 721,799 reactions and 888 catalyst types from USPTO. The task is: Predict which catalyst facilitates the given reaction. (1) Reactant: [F:1][C:2]1[CH:7]=[CH:6][C:5]([CH:8]2[CH2:10][C@@:9]2([CH3:14])C(O)=O)=[CH:4][CH:3]=1.C1(P(N=[N+]=[N-])(C2C=CC=CC=2)=[O:22])C=CC=CC=1.CC[N:34]([CH2:37]C)CC.[C:39]([OH:43])([CH3:42])([CH3:41])[CH3:40]. Product: [F:1][C:2]1[CH:3]=[CH:4][C:5]([CH:8]2[CH2:10][C@:9]2([NH:34][C:37](=[O:22])[O:43][C:39]([CH3:42])([CH3:41])[CH3:40])[CH3:14])=[CH:6][CH:7]=1. The catalyst class is: 260. (2) Reactant: C([N:8]1[CH2:12][C@@H:11]([N:13]([C:22](=[O:24])[CH3:23])[CH:14]2[CH2:19][CH2:18][C:17]([CH3:21])([CH3:20])[CH2:16][CH2:15]2)[CH2:10][C@H:9]1[C:25]([N:27]1[CH2:32][CH2:31][N:30]([CH3:33])[CH2:29][CH2:28]1)=[O:26])(OC(C)(C)C)=O.Cl. Product: [CH3:20][C:17]1([CH3:21])[CH2:18][CH2:19][CH:14]([N:13]([C@H:11]2[CH2:10][C@@H:9]([C:25]([N:27]3[CH2:28][CH2:29][N:30]([CH3:33])[CH2:31][CH2:32]3)=[O:26])[NH:8][CH2:12]2)[C:22](=[O:24])[CH3:23])[CH2:15][CH2:16]1. The catalyst class is: 2. (3) Reactant: [OH-].[Na+].[CH:3]1([CH2:6][S:7]([N:10]([C:18]2[C:19]([F:28])=[C:20]([C:24]([F:27])=[CH:25][CH:26]=2)[C:21]([OH:23])=[O:22])S(CC2CC2)(=O)=O)(=[O:9])=[O:8])[CH2:5][CH2:4]1. Product: [CH:3]1([CH2:6][S:7]([NH:10][C:18]2[C:19]([F:28])=[C:20]([C:24]([F:27])=[CH:25][CH:26]=2)[C:21]([OH:23])=[O:22])(=[O:8])=[O:9])[CH2:5][CH2:4]1. The catalyst class is: 36. (4) Reactant: [C:1]1([C:7]2[C:11]([C:12]3[C:17](=[O:18])[CH:16]=[CH:15][N:14]([C:19]4[CH:24]=[CH:23][CH:22]=[C:21]([C:25]([F:28])([F:27])[F:26])[CH:20]=4)[N:13]=3)=[CH:10][NH:9][N:8]=2)[CH:6]=[CH:5][CH:4]=[CH:3][CH:2]=1.IC.[C:31]([O-])([O-])=O.[K+].[K+].O. Product: [CH3:31][N:8]1[C:7]([C:1]2[CH:6]=[CH:5][CH:4]=[CH:3][CH:2]=2)=[C:11]([C:12]2[C:17](=[O:18])[CH:16]=[CH:15][N:14]([C:19]3[CH:24]=[CH:23][CH:22]=[C:21]([C:25]([F:26])([F:27])[F:28])[CH:20]=3)[N:13]=2)[CH:10]=[N:9]1. The catalyst class is: 3. (5) Reactant: [Cl:1][C:2]1[C:7]([Cl:8])=[CH:6][CH:5]=[CH:4][C:3]=1[S:9]([N:12]([C:21]1[C:26]([O:27][CH3:28])=[N:25][C:24]([S:29][CH2:30][Si](C)(C)C)=[CH:23][N:22]=1)[CH2:13][O:14][CH2:15][CH2:16][Si:17]([CH3:20])([CH3:19])[CH3:18])(=[O:11])=[O:10].[CH3:35][N:36]1[CH:40]=[CH:39][N:38]=[C:37]1[CH:41]=[O:42].[F-].C([N+](CCCC)(CCCC)CCCC)CCC. Product: [Cl:1][C:2]1[C:7]([Cl:8])=[CH:6][CH:5]=[CH:4][C:3]=1[S:9]([N:12]([C:21]1[C:26]([O:27][CH3:28])=[N:25][C:24]([S:29][CH2:30][CH:41]([OH:42])[C:37]2[N:36]([CH3:35])[CH:40]=[CH:39][N:38]=2)=[CH:23][N:22]=1)[CH2:13][O:14][CH2:15][CH2:16][Si:17]([CH3:20])([CH3:19])[CH3:18])(=[O:10])=[O:11]. The catalyst class is: 7. (6) Reactant: [Br:1][C:2]1[CH:7]=[CH:6][C:5]([CH2:8][CH2:9][NH:10][C:11]2[S:12][C:13]3[CH:19]=[C:18]([NH2:20])[CH:17]=[CH:16][C:14]=3[N:15]=2)=[CH:4][CH:3]=1.[C:21]([N:29]=[C:30]=[S:31])(=[O:28])[C:22]1[CH:27]=[CH:26][CH:25]=[CH:24][CH:23]=1. Product: [C:21]([NH:29][C:30]([NH:20][C:18]1[CH:17]=[CH:16][C:14]2[N:15]=[C:11]([NH:10][CH2:9][CH2:8][C:5]3[CH:6]=[CH:7][C:2]([Br:1])=[CH:3][CH:4]=3)[S:12][C:13]=2[CH:19]=1)=[S:31])(=[O:28])[C:22]1[CH:27]=[CH:26][CH:25]=[CH:24][CH:23]=1. The catalyst class is: 595. (7) Reactant: [F:1][C:2]1[CH:7]=[CH:6][C:5]([C:8]2[N:12]=[C:11]([S:13][CH3:14])[N:10]([CH2:15][CH2:16][O:17][CH3:18])[C:9]=2[C:19]2[CH:24]=[CH:23][N:22]=[C:21]([NH:25][CH:26]3[CH2:31][CH2:30][CH:29]([OH:32])[CH2:28][CH2:27]3)[CH:20]=2)=[CH:4][CH:3]=1.[OH:33]O.N. Product: [F:1][C:2]1[CH:3]=[CH:4][C:5]([C:8]2[N:12]=[C:11]([S:13]([CH3:14])=[O:33])[N:10]([CH2:15][CH2:16][O:17][CH3:18])[C:9]=2[C:19]2[CH:24]=[CH:23][N:22]=[C:21]([NH:25][CH:26]3[CH2:27][CH2:28][CH:29]([OH:32])[CH2:30][CH2:31]3)[CH:20]=2)=[CH:6][CH:7]=1. The catalyst class is: 342. (8) Reactant: Br[C:2]1[CH:3]=[C:4]([F:9])[CH:5]=[C:6]([Br:8])[CH:7]=1.C([Li])CCC.CN([CH:18]=[O:19])C. Product: [F:9][C:4]1[CH:3]=[C:2]([CH:7]=[C:6]([Br:8])[CH:5]=1)[CH:18]=[O:19]. The catalyst class is: 27. (9) Reactant: [C:1]([O:5][C:6](=[O:39])[N:7]([C@H:19]([CH2:37][OH:38])[CH2:20][C:21]1[CH:26]=[CH:25][C:24]([O:27][C:28]2[C:33]([N+:34]([O-])=O)=[CH:32][CH:31]=[CH:30][N:29]=2)=[CH:23][CH:22]=1)[CH2:8][C@H:9]([OH:18])[CH2:10][O:11][C:12]1[CH:17]=[CH:16][CH:15]=[CH:14][CH:13]=1)([CH3:4])([CH3:3])[CH3:2].[H][H]. Product: [C:1]([O:5][C:6](=[O:39])[N:7]([C@H:19]([CH2:37][OH:38])[CH2:20][C:21]1[CH:22]=[CH:23][C:24]([O:27][C:28]2[C:33]([NH2:34])=[CH:32][CH:31]=[CH:30][N:29]=2)=[CH:25][CH:26]=1)[CH2:8][C@H:9]([OH:18])[CH2:10][O:11][C:12]1[CH:13]=[CH:14][CH:15]=[CH:16][CH:17]=1)([CH3:2])([CH3:4])[CH3:3]. The catalyst class is: 43.